This data is from Full USPTO retrosynthesis dataset with 1.9M reactions from patents (1976-2016). The task is: Predict the reactants needed to synthesize the given product. (1) Given the product [F:25][C:26]1[CH:47]=[CH:46][C:29]([CH2:30][N:31]2[CH2:35][CH2:34][N:33]([C:36]3[S:40][C:39]([C:41]([NH:55][CH2:54][C:52]4[N:51]=[CH:50][N:49]([CH3:48])[CH:53]=4)=[O:43])=[C:38]([CH3:44])[CH:37]=3)[C:32]2=[O:45])=[CH:28][CH:27]=1, predict the reactants needed to synthesize it. The reactants are: CC1C=C(N2CCN(CCOC3C=CC=CC=3)C2=O)SC=1C(O)=O.[F:25][C:26]1[CH:47]=[CH:46][C:29]([CH2:30][N:31]2[CH2:35][CH2:34][N:33]([C:36]3[S:40][C:39]([C:41]([OH:43])=O)=[C:38]([CH3:44])[CH:37]=3)[C:32]2=[O:45])=[CH:28][CH:27]=1.[CH3:48][N:49]1[CH:53]=[C:52]([CH2:54][NH2:55])[N:51]=[CH:50]1. (2) Given the product [C:18]([C:3]1[CH:2]=[N:1][CH:6]=[CH:5][CH:4]=1)#[C:19][CH2:20][CH2:21][CH2:22][CH2:23][CH3:24], predict the reactants needed to synthesize it. The reactants are: [N:1]1[CH:6]=[CH:5][CH:4]=[C:3](OS(C2C=CC(C)=CC=2)(=O)=O)[CH:2]=1.[CH:18]#[C:19][CH2:20][CH2:21][CH2:22][CH2:23][CH3:24]. (3) Given the product [CH2:28]([O:27][C:25]([C:18]1[C:14]2[NH:15][C:16]3[CH:17]=[C:9]([N:8]([CH2:30][C:2]4[CH:7]=[CH:6][CH:5]=[CH:4][CH:3]=4)[CH2:1][C:2]4[CH:3]=[CH:4][CH:5]=[CH:6][CH:7]=4)[CH:10]=[CH:11][C:12]=3[C:13]=2[C:22]([CH3:24])([CH3:23])[CH2:21][N:20]([C:35](=[O:36])[C:34]2[CH:38]=[CH:39][C:40]([F:41])=[CH:32][CH:33]=2)[CH:19]=1)=[O:26])[CH3:29], predict the reactants needed to synthesize it. The reactants are: [CH2:1]([N:8]([CH3:30])[C:9]1[CH:10]=[CH:11][C:12]2[C:13]3[C:22]([CH3:24])([CH3:23])[CH2:21][NH:20][CH:19]=[C:18]([C:25]([O:27][CH2:28][CH3:29])=[O:26])[C:14]=3[NH:15][C:16]=2[CH:17]=1)[C:2]1[CH:7]=[CH:6][CH:5]=[CH:4][CH:3]=1.F[C:32]1[CH:33]=[C:34]([CH:38]=[CH:39][C:40]=1[F:41])[C:35](Cl)=[O:36]. (4) Given the product [CH:14]([C:9]1[CH:8]=[CH:7][C:4]([C:5]#[N:6])=[C:3]([CH3:10])[C:2]=1[OH:1])=[O:15], predict the reactants needed to synthesize it. The reactants are: [OH:1][C:2]1[C:3]([CH3:10])=[C:4]([CH:7]=[CH:8][CH:9]=1)[C:5]#[N:6].[Cl-].[Mg+2].[Cl-].[CH2:14]=[O:15].Cl. (5) Given the product [C:1]([C:3]1[CH:8]=[CH:7][CH:6]=[CH:5][C:4]=1[C:9]1[C:10](=[O:31])[N:11]([C:21]2[CH:26]=[CH:25][CH:24]=[C:23]([C:27]([NH:33][CH3:32])=[O:29])[CH:22]=2)[CH:12]=[C:13]([C:15]2[CH:20]=[CH:19][CH:18]=[CH:17][N:16]=2)[CH:14]=1)#[N:2], predict the reactants needed to synthesize it. The reactants are: [C:1]([C:3]1[CH:8]=[CH:7][CH:6]=[CH:5][C:4]=1[C:9]1[C:10](=[O:31])[N:11]([C:21]2[CH:26]=[CH:25][CH:24]=[C:23]([C:27]([O:29]C)=O)[CH:22]=2)[CH:12]=[C:13]([C:15]2[CH:20]=[CH:19][CH:18]=[CH:17][N:16]=2)[CH:14]=1)#[N:2].[CH3:32][NH2:33]. (6) The reactants are: Cl[C:2]1[C:7]([N+:8]([O-:10])=[O:9])=[CH:6][CH:5]=[C:4]([Cl:11])[N:3]=1.C(=O)([O-])[O-].[K+].[K+].[CH3:18][O:19][C:20]1[CH:21]=[C:22]([CH2:28][CH2:29][NH2:30])[CH:23]=[CH:24][C:25]=1[O:26][CH3:27]. Given the product [Cl:11][C:4]1[N:3]=[C:2]([NH:30][CH2:29][CH2:28][C:22]2[CH:23]=[CH:24][C:25]([O:26][CH3:27])=[C:20]([O:19][CH3:18])[CH:21]=2)[C:7]([N+:8]([O-:10])=[O:9])=[CH:6][CH:5]=1, predict the reactants needed to synthesize it. (7) Given the product [CH3:46][C:44]1[O:43][N:42]=[C:41]([CH2:40][O:22][C:21]([C@@:19]23[CH2:18][N:17]([S:24]([C:27]4[CH:28]=[N:29][C:30]([N:33]5[CH2:38][CH2:37][O:36][CH2:35][CH2:34]5)=[CH:31][CH:32]=4)(=[O:25])=[O:26])[CH2:16][CH2:15][C:14]2=[CH:13][C:12]2[N:8]([C:5]4[CH:6]=[CH:7][C:2]([F:1])=[CH:3][CH:4]=4)[N:9]=[CH:10][C:11]=2[CH2:20]3)=[O:23])[CH:45]=1, predict the reactants needed to synthesize it. The reactants are: [F:1][C:2]1[CH:7]=[CH:6][C:5]([N:8]2[C:12]3[CH:13]=[C:14]4[C@:19]([C:21]([OH:23])=[O:22])([CH2:20][C:11]=3[CH:10]=[N:9]2)[CH2:18][N:17]([S:24]([C:27]2[CH:28]=[N:29][C:30]([N:33]3[CH2:38][CH2:37][O:36][CH2:35][CH2:34]3)=[CH:31][CH:32]=2)(=[O:26])=[O:25])[CH2:16][CH2:15]4)=[CH:4][CH:3]=1.Cl[CH2:40][C:41]1[CH:45]=[C:44]([CH3:46])[O:43][N:42]=1. (8) Given the product [Br:2][CH2:16][C:7]1[CH:8]=[CH:9][C:10]([O:14][CH3:15])=[C:11]([O:12][CH3:13])[C:6]=1[Cl:5], predict the reactants needed to synthesize it. The reactants are: P(Br)(Br)[Br:2].[Cl:5][C:6]1[C:11]([O:12][CH3:13])=[C:10]([O:14][CH3:15])[CH:9]=[CH:8][C:7]=1[CH2:16]O.C([O-])(O)=O.[Na+].